Dataset: Catalyst prediction with 721,799 reactions and 888 catalyst types from USPTO. Task: Predict which catalyst facilitates the given reaction. (1) Reactant: [BH4-].[Na+].[CH3:3][C:4]1[O:8][C:7]([C:9]([C@H:11]2[CH2:15][CH2:14][CH2:13][O:12]2)=[O:10])=[CH:6][CH:5]=1.C(OCC)(=O)C.O. Product: [CH3:3][C:4]1[O:8][C:7]([C@@H:9]([CH:11]2[CH2:15][CH2:14][CH2:13][O:12]2)[OH:10])=[CH:6][CH:5]=1. The catalyst class is: 7. (2) Reactant: [CH3:1][O:2][C:3]1[CH:4]=[C:5]([C:12]2[CH2:13][CH2:14][N:15]([CH2:18][CH2:19][CH3:20])[CH2:16][CH:17]=2)[CH:6]=[CH:7][C:8]=1[N+:9]([O-])=O. Product: [CH3:1][O:2][C:3]1[CH:4]=[C:5]([CH:12]2[CH2:17][CH2:16][N:15]([CH2:18][CH2:19][CH3:20])[CH2:14][CH2:13]2)[CH:6]=[CH:7][C:8]=1[NH2:9]. The catalyst class is: 513. (3) Reactant: [CH2:1]([O:3][C:4](=[O:12])[CH2:5][C:6]([C:8]([F:11])([F:10])[F:9])=[O:7])[CH3:2].[N:13]([O-])=[O:14].[Na+].C1(C)C=CC=CC=1. Product: [CH2:1]([O:3][C:4](=[O:12])[C:5](=[N:13][OH:14])[C:6](=[O:7])[C:8]([F:10])([F:11])[F:9])[CH3:2]. The catalyst class is: 86.